Dataset: Forward reaction prediction with 1.9M reactions from USPTO patents (1976-2016). Task: Predict the product of the given reaction. (1) Given the reactants [CH3:1][CH2:2][N:3]([CH:7]([CH3:9])C)[CH:4]([CH3:6])C.[CH3:10][O:11][C:12]1[CH:17]=[C:16]([CH3:18])[C:15]([S:19]([N:22]2[CH2:27][CH2:26][CH2:25][CH2:24][C@H:23]2[CH2:28][O:29][CH2:30][C:31]([OH:33])=O)(=[O:21])=[O:20])=[C:14]([CH3:34])[CH:13]=1.[CH:35]1[CH:36]=[CH:37][C:38]2N(O)N=N[C:39]=2[CH:40]=1.[CH3:45][CH2:46][N:47]=[C:48]=NCCCN(C)C.[ClH:56].[C:57]([OH:63])([C:59](F)(F)F)=O, predict the reaction product. The product is: [Cl:56][C:35]1[CH:40]=[C:39]([C:57]2([O:63][CH2:9][CH2:7][N:3]3[CH2:2][CH2:1][CH2:6][CH2:4]3)[CH2:45][CH2:46][N:47]([C:31](=[O:33])[CH2:30][O:29][CH2:28][C@@H:23]3[CH2:24][CH2:25][CH2:26][CH2:27][N:22]3[S:19]([C:15]3[C:14]([CH3:34])=[CH:13][C:12]([O:11][CH3:10])=[CH:17][C:16]=3[CH3:18])(=[O:20])=[O:21])[CH2:48][CH2:59]2)[CH:38]=[CH:37][CH:36]=1. (2) Given the reactants [CH3:1][C:2]1[C:30]([C:31]([F:34])([F:33])[F:32])=[CH:29][CH:28]=[CH:27][C:3]=1[CH2:4][N:5]1[C:10](=[O:11])[C:9]([C:12]#[N:13])=[CH:8][N:7]([C:14]2[CH:19]=[CH:18][C:17]([N:20]3[CH2:24][CH2:23][NH:22][C:21]3=[O:25])=[CH:16][CH:15]=2)[C:6]1=[O:26].C([Sn](=O)CCCC)CCC.C[Si]([N:49]=[N+:50]=[N-:51])(C)C.C(O)C, predict the reaction product. The product is: [CH3:1][C:2]1[C:30]([C:31]([F:34])([F:32])[F:33])=[CH:29][CH:28]=[CH:27][C:3]=1[CH2:4][N:5]1[C:10](=[O:11])[C:9]([C:12]2[NH:51][N:50]=[N:49][N:13]=2)=[CH:8][N:7]([C:14]2[CH:19]=[CH:18][C:17]([N:20]3[CH2:24][CH2:23][NH:22][C:21]3=[O:25])=[CH:16][CH:15]=2)[C:6]1=[O:26]. (3) Given the reactants [CH3:1][O:2][C:3]1[C:4]([N+:13]([O-:15])=[O:14])=[CH:5][C:6]([CH3:12])=[C:7]([CH:11]=1)[C:8]([OH:10])=[O:9].S(Cl)(Cl)=O.[CH3:20]O, predict the reaction product. The product is: [CH3:1][O:2][C:3]1[C:4]([N+:13]([O-:15])=[O:14])=[CH:5][C:6]([CH3:12])=[C:7]([CH:11]=1)[C:8]([O:10][CH3:20])=[O:9]. (4) Given the reactants [NH2:1][C:2]1[CH:31]=[CH:30][C:5]([CH2:6][C:7]2[NH:15][C:14]3[C:13](=[O:16])[N:12]([CH2:17][C:18]4[CH:23]=[CH:22][CH:21]=[CH:20][C:19]=4[F:24])[C:11](=[O:25])[N:10]([CH2:26][CH2:27][CH2:28][CH3:29])[C:9]=3[N:8]=2)=[CH:4][CH:3]=1.[F:32][C:33]1[CH:38]=[CH:37][CH:36]=[C:35]([F:39])[C:34]=1[S:40](Cl)(=[O:42])=[O:41], predict the reaction product. The product is: [CH2:26]([N:10]1[C:9]2[N:8]=[C:7]([CH2:6][C:5]3[CH:4]=[CH:3][C:2]([NH:1][S:40]([C:34]4[C:35]([F:39])=[CH:36][CH:37]=[CH:38][C:33]=4[F:32])(=[O:42])=[O:41])=[CH:31][CH:30]=3)[NH:15][C:14]=2[C:13](=[O:16])[N:12]([CH2:17][C:18]2[CH:23]=[CH:22][CH:21]=[CH:20][C:19]=2[F:24])[C:11]1=[O:25])[CH2:27][CH2:28][CH3:29]. (5) Given the reactants [Br:1][CH:2]([CH3:6])[C:3](O)=[O:4].[F:7][C:8]1[CH:14]=[CH:13][CH:12]=[CH:11][C:9]=1[NH2:10].[CH:15]1(N=C=NC2CCCCC2)CCCCC1, predict the reaction product. The product is: [F:7][C:8]1[CH:14]=[CH:13][CH:12]=[CH:11][C:9]=1[N:10]([CH3:15])[C:3](=[O:4])[CH:2]([Br:1])[CH3:6]. (6) Given the reactants C(OC(=O)[NH:7][CH2:8][CH2:9][CH2:10][N:11]([CH2:16][C:17]1[CH:22]=[CH:21][CH:20]=[C:19]([C:23]2[CH:28]=[CH:27][N:26]=[C:25](Cl)[N:24]=2)[CH:18]=1)[S:12]([CH3:15])(=[O:14])=[O:13])(C)(C)C.[NH2:31][CH2:32][CH2:33][C:34]1[CH:39]=[CH:38][CH:37]=[CH:36][C:35]=1[OH:40], predict the reaction product. The product is: [NH2:7][CH2:8][CH2:9][CH2:10][N:11]([CH2:16][C:17]1[CH:22]=[CH:21][CH:20]=[C:19]([C:23]2[CH:28]=[CH:27][N:26]=[C:25]([NH:31][CH2:32][CH2:33][C:34]3[CH:39]=[CH:38][CH:37]=[CH:36][C:35]=3[OH:40])[N:24]=2)[CH:18]=1)[S:12]([CH3:15])(=[O:13])=[O:14]. (7) Given the reactants CN(C(ON1N=NC2C=CC=NC1=2)=[N+](C)C)C.F[P-](F)(F)(F)(F)F.[CH3:25][C:26]1[C:34]2[C:33]([NH:35][C:36]3[C:37]([O:42][CH:43]4[CH2:48][CH2:47][O:46][CH2:45][CH2:44]4)=[N:38][CH:39]=[CH:40][CH:41]=3)=[N:32][CH:31]=[N:30][C:29]=2[S:28][C:27]=1[C:49]([OH:51])=O.CCN(C(C)C)C(C)C.[CH3:61][N:62]([CH3:67])[CH2:63][CH2:64][CH2:65][NH2:66], predict the reaction product. The product is: [CH3:61][N:62]([CH3:67])[CH2:63][CH2:64][CH2:65][NH:66][C:49]([C:27]1[S:28][C:29]2[N:30]=[CH:31][N:32]=[C:33]([NH:35][C:36]3[C:37]([O:42][CH:43]4[CH2:48][CH2:47][O:46][CH2:45][CH2:44]4)=[N:38][CH:39]=[CH:40][CH:41]=3)[C:34]=2[C:26]=1[CH3:25])=[O:51].